From a dataset of Reaction yield outcomes from USPTO patents with 853,638 reactions. Predict the reaction yield, written as a fraction of the theoretical maximum amount of product (1.0 means a 100% yield; for example, 0.34 means a 34% yield). The reactants are [CH2:1]([C:4]1[CH:9]=[C:8]([F:10])[CH:7]=[C:6]([Br:11])[C:5]=1[OH:12])[CH:2]=[CH2:3].ClC1C=C(C=CC=1)C(OO)=[O:18].C(=O)([O-])[O-].[K+].[K+].ClC1C2OC(CO)CC=2C(C(F)(F)F)=CC=1. No catalyst specified. The product is [Br:11][C:6]1[C:5]2[O:12][CH:2]([CH2:3][OH:18])[CH2:1][C:4]=2[CH:9]=[C:8]([F:10])[CH:7]=1. The yield is 0.780.